Dataset: Forward reaction prediction with 1.9M reactions from USPTO patents (1976-2016). Task: Predict the product of the given reaction. (1) Given the reactants Br[C:2]1[CH:3]=[C:4]2[C:9](=[CH:10][CH:11]=1)[N:8]=[CH:7][NH:6][C:5]2=[O:12].[Cl:13][C:14]1[CH:19]=[CH:18][CH:17]=[C:16]([O:20][CH3:21])[C:15]=1B(O)O.C(=O)([O-])[O-].[K+].[K+].C1(P(C2C=CC=CC=2)C2C=CC=CC=2)C=CC=CC=1.C(=O)(O)[O-], predict the reaction product. The product is: [Cl:13][C:14]1[CH:19]=[CH:18][CH:17]=[C:16]([O:20][CH3:21])[C:15]=1[C:2]1[CH:3]=[C:4]2[C:9](=[CH:10][CH:11]=1)[N:8]=[CH:7][NH:6][C:5]2=[O:12]. (2) Given the reactants [CH3:1][O:2][C:3]1[CH:4]=[C:5]2[C:9](=[CH:10][CH:11]=1)[NH:8][C:7]([CH3:12])=[C:6]2[CH2:13][C:14]([NH:16][C@H:17]([C:20]([NH:22][C:23]1[CH:32]=[CH:31][C:30]2[C:25](=[CH:26][CH:27]=[CH:28][CH:29]=2)[CH:24]=1)=[O:21])[CH2:18][SH:19])=[O:15].I[CH2:34][CH2:35][CH2:36][C:37](=[O:39])[CH3:38].C([O-])([O-])=O.[K+].[K+].Cl, predict the reaction product. The product is: [CH3:1][O:2][C:3]1[CH:4]=[C:5]2[C:9](=[CH:10][CH:11]=1)[NH:8][C:7]([CH3:12])=[C:6]2[CH2:13][C:14]([NH:16][C@H:17]([C:20]([NH:22][C:23]1[CH:32]=[CH:31][C:30]2[C:25](=[CH:26][CH:27]=[CH:28][CH:29]=2)[CH:24]=1)=[O:21])[CH2:18][S:19][CH2:34][CH2:35][CH2:36][C:37](=[O:39])[CH3:38])=[O:15]. (3) The product is: [Br:1][C:2]1[CH:10]=[CH:9][C:5]([C:6]([O:8][CH3:20])=[O:7])=[C:4]([S:11]([CH3:14])(=[O:13])=[O:12])[CH:3]=1. Given the reactants [Br:1][C:2]1[CH:10]=[CH:9][C:5]([C:6]([OH:8])=[O:7])=[C:4]([S:11]([CH3:14])(=[O:13])=[O:12])[CH:3]=1.S(=O)(=O)(O)O.[CH3:20]O, predict the reaction product.